This data is from Catalyst prediction with 721,799 reactions and 888 catalyst types from USPTO. The task is: Predict which catalyst facilitates the given reaction. (1) Reactant: [N:1]1([C:7]2[CH:8]=[C:9]([N+]([O-])=O)[C:10]([C:13]#[N:14])=[N:11][CH:12]=2)[CH2:6][CH2:5][O:4][CH2:3][CH2:2]1.[CH3:18][O-:19].[Na+]. The catalyst class is: 5. Product: [CH3:18][O:19][C:9]1[C:10]([C:13]#[N:14])=[N:11][CH:12]=[C:7]([N:1]2[CH2:6][CH2:5][O:4][CH2:3][CH2:2]2)[CH:8]=1. (2) Reactant: CS(O[CH2:6][CH:7]1[CH2:9][CH:8]1[C:10]([O:12][CH2:13][CH3:14])=[O:11])(=O)=O.[Br:15][C:16]1[CH:17]=[N:18][NH:19][CH:20]=1.[H-].[Na+]. Product: [Br:15][C:16]1[CH:17]=[N:18][N:19]([CH2:6][CH:7]2[CH2:9][CH:8]2[C:10]([O:12][CH2:13][CH3:14])=[O:11])[CH:20]=1. The catalyst class is: 3.